Predict the reactants needed to synthesize the given product. From a dataset of Full USPTO retrosynthesis dataset with 1.9M reactions from patents (1976-2016). (1) The reactants are: [I:1][C:2]1[CH:3]=[C:4]([CH:7]=[CH:8][C:9]=1[CH3:10])[CH:5]=O.[CH2:11]1[C:16](=O)[CH2:15][C:13](=[O:14])[CH2:12]1.[NH2:18][C:19]1[N:23]([CH3:24])[NH:22][C:21](=[O:25])[CH:20]=1. Given the product [I:1][C:2]1[CH:3]=[C:4]([CH:5]2[C:20]3[C:21](=[O:25])[NH:22][N:23]([CH3:24])[C:19]=3[NH:18][C:16]3[CH2:11][CH2:12][C:13](=[O:14])[C:15]2=3)[CH:7]=[CH:8][C:9]=1[CH3:10], predict the reactants needed to synthesize it. (2) Given the product [CH3:1][O:2][C:3](=[O:13])[C:4]1[CH:9]=[CH:8][CH:7]=[C:6]([Cl:10])[C:5]=1[CH2:11][C:14]#[N:15], predict the reactants needed to synthesize it. The reactants are: [CH3:1][O:2][C:3](=[O:13])[C:4]1[CH:9]=[CH:8][CH:7]=[C:6]([Cl:10])[C:5]=1[CH2:11]Br.[C-:14]#[N:15].[Na+]. (3) Given the product [Cl:15][C:16]1[CH:17]=[C:18]([CH:21]=[CH:22][CH:23]=1)[CH2:19][N:20]1[C:11]2[CH2:10][CH2:9][NH:8][CH2:13][C:12]=2[C:28]([C:29]2[CH:34]=[CH:33][CH:32]=[CH:31][CH:30]=2)=[CH:27]1, predict the reactants needed to synthesize it. The reactants are: C(OC([N:8]1[CH2:13][CH2:12][C:11](=O)[CH2:10][CH2:9]1)=O)(C)(C)C.[Cl:15][C:16]1[CH:17]=[C:18]([CH:21]=[CH:22][CH:23]=1)[CH2:19][NH2:20].[N+]([CH:27]=[CH:28][C:29]1[CH:34]=[CH:33][CH:32]=[CH:31][CH:30]=1)([O-])=O. (4) Given the product [NH2:2][C:1]1[S:10][CH:9]=[CH:14][C:3]=1[C:4]([O:6][CH3:7])=[O:5], predict the reactants needed to synthesize it. The reactants are: [C:1]([CH2:3][C:4]([O:6][CH3:7])=[O:5])#[N:2].O[CH:9]1[CH2:14]SC(O)C[S:10]1.CN(C=O)C.C(N(CC)CC)C.